The task is: Predict the reaction yield, written as a fraction of the theoretical maximum amount of product (1.0 means a 100% yield; for example, 0.34 means a 34% yield).. This data is from Reaction yield outcomes from USPTO patents with 853,638 reactions. (1) The reactants are [F:1][C:2]1[CH:3]=[C:4]([C@@H:9]2[N:14]([C:15]([O:17]C3C=CC([N+]([O-])=O)=CC=3)=O)[C:13](=[O:27])[NH:12][C:11]([CH2:28][O:29][CH3:30])=[C:10]2[C:31]([O:33][CH3:34])=[O:32])[CH:5]=[CH:6][C:7]=1[F:8].[N+:35]([C:38]1[CH:39]=[C:40]([C:44]2[CH2:45][CH2:46][N:47]([CH2:50][CH2:51][CH2:52][NH2:53])[CH2:48][CH:49]=2)[CH:41]=[CH:42][CH:43]=1)([O-])=O.C([O-])([O-])=O.[K+].[K+].CO. The catalyst is ClCCl. The product is [NH2:35][C:38]1[CH:39]=[C:40]([CH:44]2[CH2:45][CH2:46][N:47]([CH2:50][CH2:51][CH2:52][NH:53][C:15]([N:14]3[C@@H:9]([C:4]4[CH:5]=[CH:6][C:7]([F:8])=[C:2]([F:1])[CH:3]=4)[C:10]([C:31]([O:33][CH3:34])=[O:32])=[C:11]([CH2:28][O:29][CH3:30])[NH:12][C:13]3=[O:27])=[O:17])[CH2:48][CH2:49]2)[CH:41]=[CH:42][CH:43]=1. The yield is 0.520. (2) The reactants are [Cl:1][C:2]1[CH:7]=[CH:6][C:5]([CH2:8]O)=[C:4]([O:10][CH2:11][CH3:12])[CH:3]=1.N1C=CC=CC=1.O1CCCC1.S(Cl)([Cl:26])=O. The catalyst is O.C(OCC)C. The product is [Cl:1][C:2]1[CH:7]=[CH:6][C:5]([CH2:8][Cl:26])=[C:4]([O:10][CH2:11][CH3:12])[CH:3]=1. The yield is 0.930. (3) The reactants are FC(F)(F)S(O[C:7]1[N:29]=[CH:28][C:10]2[C:11]3[N:12]([CH:16]=[C:17]([C:19]4[N:23]([CH:24]([CH3:26])[CH3:25])[N:22]=[C:21]([CH3:27])[N:20]=4)[N:18]=3)[CH2:13][CH2:14][O:15][C:9]=2[CH:8]=1)(=O)=O.[CH2:32]([NH2:43])[C:33]1[CH:42]=[CH:41][C:38]([O:39][CH3:40])=[C:35]([O:36][CH3:37])[CH:34]=1.C(N(CC)CC)C. The catalyst is CN1CCCC1=O.O.CO.C(Cl)Cl. The product is [CH3:37][O:36][C:35]1[CH:34]=[C:33]([CH:42]=[CH:41][C:38]=1[O:39][CH3:40])[CH2:32][NH:43][C:7]1[N:29]=[CH:28][C:10]2[C:11]3[N:12]([CH:16]=[C:17]([C:19]4[N:23]([CH:24]([CH3:25])[CH3:26])[N:22]=[C:21]([CH3:27])[N:20]=4)[N:18]=3)[CH2:13][CH2:14][O:15][C:9]=2[CH:8]=1. The yield is 0.230. (4) The reactants are [Br:1][C:2]1[CH:7]=[C:6]([F:8])[CH:5]=[CH:4][C:3]=1[C:9]([CH3:15])([CH3:14])[CH2:10][C:11]([OH:13])=O.C1(C)C=CC=CC=1.[F:23][C:24]([F:35])([F:34])C(OC(=O)[C:24]([F:35])([F:34])[F:23])=O. The catalyst is N1C=CC=CC=1. The product is [F:23][C:24]([F:35])([F:34])[C:11](=[O:13])[CH2:10][C:9]([C:3]1[CH:4]=[CH:5][C:6]([F:8])=[CH:7][C:2]=1[Br:1])([CH3:15])[CH3:14]. The yield is 0.805. (5) The reactants are Cl[C:2]1[C:3]([NH2:9])=[N:4][CH:5]=[N:6][C:7]=1Cl.[O:10]([C:17]1[CH:22]=[CH:21][C:20](B(O)O)=[CH:19][CH:18]=1)[C:11]1[CH:16]=[CH:15][CH:14]=[CH:13][CH:12]=1.[NH2:26][CH2:27][C:28]1([F:41])[CH2:33][CH2:32][N:31]([C:34]([O:36]C(C)(C)C)=O)[CH2:30][CH2:29]1.Cl.[CH3:43][N:44]([CH3:51])[CH2:45]/[CH:46]=[CH:47]/C(O)=O. No catalyst specified. The product is [NH2:9][C:3]1[N:4]=[CH:5][N:6]=[C:7]([NH:26][CH2:27][C:28]2([F:41])[CH2:29][CH2:30][N:31]([C:34](=[O:36])/[CH:47]=[CH:46]/[CH2:45][N:44]([CH3:51])[CH3:43])[CH2:32][CH2:33]2)[C:2]=1[C:20]1[CH:21]=[CH:22][C:17]([O:10][C:11]2[CH:16]=[CH:15][CH:14]=[CH:13][CH:12]=2)=[CH:18][CH:19]=1. The yield is 0.159. (6) The reactants are [CH2:1]([P:3]([OH:5])[OH:4])[CH3:2].[C:6](#[N:9])[CH:7]=[CH2:8].[O-]S(OOS([O-])(=O)=O)(=O)=O.[Na+].[Na+]. The catalyst is O. The product is [CH2:1]([P:3]([CH2:8][CH2:7][C:6]#[N:9])(=[O:5])[OH:4])[CH3:2]. The yield is 0.830. (7) The reactants are [C:1]([O:5][C:6](=[O:14])[NH:7][C@H:8]([CH2:12]O)[CH:9]([CH3:11])[CH3:10])([CH3:4])([CH3:3])[CH3:2].C1(P([N:29]=[N+:30]=[N-:31])(C2C=CC=CC=2)=O)C=CC=CC=1.C1(P(C2C=CC=CC=2)C2C=CC=CC=2)C=CC=CC=1.CCOC(/N=N/C(OCC)=O)=O.C1(C)C=CC=CC=1. The catalyst is O1CCCC1. The product is [C:1]([O:5][C:6](=[O:14])[NH:7][C@H:8]([CH2:12][N:29]=[N+:30]=[N-:31])[CH:9]([CH3:11])[CH3:10])([CH3:4])([CH3:3])[CH3:2]. The yield is 0.900. (8) The reactants are [Cl:1][C:2]1[CH:7]=[CH:6][C:5]([C:8]2[N:17]=[C:16]([C:18]([OH:20])=O)[C:15]3[C:10](=[CH:11][CH:12]=[CH:13][CH:14]=3)[N:9]=2)=[CH:4][CH:3]=1.Cl.[OH:22][C:23]1[C:32]([CH3:33])=[CH:31][CH:30]=[C:29]2[C:24]=1[CH2:25][CH2:26][NH:27][CH2:28]2. No catalyst specified. The product is [Cl:1][C:2]1[CH:7]=[CH:6][C:5]([C:8]2[N:17]=[C:16]([C:18]([N:27]3[CH2:26][CH2:25][C:24]4[C:29](=[CH:30][CH:31]=[C:32]([CH3:33])[C:23]=4[OH:22])[CH2:28]3)=[O:20])[C:15]3[C:10](=[CH:11][CH:12]=[CH:13][CH:14]=3)[N:9]=2)=[CH:4][CH:3]=1. The yield is 0.290.